Dataset: Forward reaction prediction with 1.9M reactions from USPTO patents (1976-2016). Task: Predict the product of the given reaction. (1) Given the reactants [Cl:1][C:2]1[CH:7]=[CH:6][C:5]([C:8]2[CH:13]=[CH:12][CH:11]=[C:10]([F:14])[CH:9]=2)=[CH:4][C:3]=1[CH2:15][NH:16][C:17]1[C:18]([F:25])=[C:19]([OH:24])[CH:20]=[CH:21][C:22]=1[F:23].C([O-])([O-])=O.[Cs+].[Cs+].[CH2:32]([O:34][C:35](=[O:38])[CH2:36]Br)[CH3:33].O, predict the reaction product. The product is: [Cl:1][C:2]1[CH:7]=[CH:6][C:5]([C:8]2[CH:13]=[CH:12][CH:11]=[C:10]([F:14])[CH:9]=2)=[CH:4][C:3]=1[CH2:15][NH:16][C:17]1[C:18]([F:25])=[C:19]([CH:20]=[CH:21][C:22]=1[F:23])[O:24][CH2:36][C:35]([O:34][CH2:32][CH3:33])=[O:38]. (2) Given the reactants [NH:1]([C:38]([CH2:40][CH2:41][CH2:42][CH2:43][CH2:44][CH2:45][CH3:46])=[O:39])[C@H:2]([C:18]([NH:20][C@H:21]([C:26]([N:28]1[CH2:37][C@H:35]([OH:36])[CH2:34][C@H:29]1[C:30]([O:32]C)=[O:31])=[O:27])[CH2:22][CH:23]([CH3:25])[CH3:24])=[O:19])[CH2:3][C:4]1[CH:9]=[CH:8][C:7]([O:10][CH2:11][C:12]2[CH:17]=[CH:16][CH:15]=[CH:14][CH:13]=2)=[CH:6][CH:5]=1.O.O.[OH-].[Li+].Cl, predict the reaction product. The product is: [NH:1]([C:38]([CH2:40][CH2:41][CH2:42][CH2:43][CH2:44][CH2:45][CH3:46])=[O:39])[C@H:2]([C:18]([NH:20][C@H:21]([C:26]([N:28]1[CH2:37][C@H:35]([OH:36])[CH2:34][C@H:29]1[C:30]([OH:32])=[O:31])=[O:27])[CH2:22][CH:23]([CH3:25])[CH3:24])=[O:19])[CH2:3][C:4]1[CH:5]=[CH:6][C:7]([O:10][CH2:11][C:12]2[CH:13]=[CH:14][CH:15]=[CH:16][CH:17]=2)=[CH:8][CH:9]=1. (3) Given the reactants [F:1][C:2]1[C:3]([NH:16][C:17]2[CH:22]=[CH:21][C:20]([I:23])=[CH:19][C:18]=2[F:24])=[C:4]([CH:9]=[C:10]([N+:13]([O-:15])=[O:14])[C:11]=1F)[C:5]([O:7][CH3:8])=[O:6].[CH2:25]([NH2:28])[CH:26]=[CH2:27].CO.O, predict the reaction product. The product is: [CH2:25]([NH:28][C:11]1[C:10]([N+:13]([O-:15])=[O:14])=[CH:9][C:4]([C:5]([O:7][CH3:8])=[O:6])=[C:3]([NH:16][C:17]2[CH:22]=[CH:21][C:20]([I:23])=[CH:19][C:18]=2[F:24])[C:2]=1[F:1])[CH:26]=[CH2:27]. (4) Given the reactants [CH2:1]([O:8][N:9]([C@H:22]1[CH2:27][N:26]([C:28]([O:30][C:31]([CH3:34])([CH3:33])[CH3:32])=[O:29])[C@H:25]([C:35](=[S:37])[NH2:36])[CH2:24][CH2:23]1)[S:10]([C:13]1[CH:18]=[CH:17][CH:16]=[CH:15][C:14]=1[N+:19]([O-:21])=[O:20])(=[O:12])=[O:11])[C:2]1[CH:7]=[CH:6][CH:5]=[CH:4][CH:3]=1.CO[CH:40](OC)[N:41]([CH3:43])[CH3:42], predict the reaction product. The product is: [CH2:1]([O:8][N:9]([C@H:22]1[CH2:27][N:26]([C:28]([O:30][C:31]([CH3:33])([CH3:34])[CH3:32])=[O:29])[C@H:25]([C:35](=[S:37])/[N:36]=[CH:40]/[N:41]([CH3:43])[CH3:42])[CH2:24][CH2:23]1)[S:10]([C:13]1[CH:18]=[CH:17][CH:16]=[CH:15][C:14]=1[N+:19]([O-:21])=[O:20])(=[O:11])=[O:12])[C:2]1[CH:7]=[CH:6][CH:5]=[CH:4][CH:3]=1. (5) Given the reactants Br[C:2]1[CH:10]=[C:9]2[C:5]([CH:6]=[CH:7][NH:8]2)=[CH:4][CH:3]=1.C(=O)([O-])[O-].[K+].[K+].[CH3:17][O:18][C:19]1[CH:24]=[CH:23][C:22](B(O)O)=[CH:21][CH:20]=1.C(OCC)(=O)C, predict the reaction product. The product is: [CH3:17][O:18][C:19]1[CH:24]=[CH:23][C:22]([C:2]2[CH:10]=[C:9]3[C:5]([CH:6]=[CH:7][NH:8]3)=[CH:4][CH:3]=2)=[CH:21][CH:20]=1. (6) Given the reactants F[C:2]1[CH:3]=[C:4]([OH:11])[CH:5]=[CH:6][C:7]=1[N+:8]([O-:10])=[O:9].[CH3:12][C:13]1[CH:19]=[CH:18][C:16]([NH2:17])=[CH:15][CH:14]=1, predict the reaction product. The product is: [CH3:12][C:13]1[CH:19]=[CH:18][C:16]([NH:17][C:2]2[CH:3]=[C:4]([OH:11])[CH:5]=[CH:6][C:7]=2[N+:8]([O-:10])=[O:9])=[CH:15][CH:14]=1. (7) The product is: [F:43][C:42]([F:45])([F:44])[C:40]([OH:46])=[O:41].[Cl:1][C:2]1[N:3]=[CH:4][NH:5][C:6]=1[C:7]([NH:9][CH2:10][C:11]1[CH:16]=[CH:15][C:14]([Cl:17])=[C:13]([O:18][C:19]2[CH:24]=[C:23]([CH2:25][N:26]([CH3:28])[CH3:27])[CH:22]=[C:21]([C:29]#[N:30])[CH:20]=2)[C:12]=1[F:31])=[O:8]. Given the reactants [Cl:1][C:2]1[N:3]=[CH:4][N:5](COCC[Si](C)(C)C)[C:6]=1[C:7]([NH:9][CH2:10][C:11]1[CH:16]=[CH:15][C:14]([Cl:17])=[C:13]([O:18][C:19]2[CH:24]=[C:23]([CH2:25][N:26]([CH3:28])[CH3:27])[CH:22]=[C:21]([C:29]#[N:30])[CH:20]=2)[C:12]=1[F:31])=[O:8].[C:40]([OH:46])([C:42]([F:45])([F:44])[F:43])=[O:41], predict the reaction product. (8) The product is: [Cl:1][C:2]1[CH:9]=[CH:8][CH:7]=[C:6]2[C:3]=1[C:4]([NH2:5])=[N:12][NH:13]2. Given the reactants [Cl:1][C:2]1[CH:9]=[CH:8][CH:7]=[C:6](F)[C:3]=1[C:4]#[N:5].O.[NH2:12][NH2:13].CC(C)=O, predict the reaction product. (9) Given the reactants [F:1][C:2]1[CH:3]=[C:4](I)[C:5]([C:8]([O:10][CH3:11])=[O:9])=[N:6][CH:7]=1.[O:13]1[CH2:16][CH2:15][CH:14]1[CH2:17][NH2:18].CC1(C)C2C(=C(P(C3C=CC=CC=3)C3C=CC=CC=3)C=CC=2)OC2C(P(C3C=CC=CC=3)C3C=CC=CC=3)=CC=CC1=2.C([O-])([O-])=O.[Cs+].[Cs+], predict the reaction product. The product is: [F:1][C:2]1[CH:3]=[C:4]([NH:18][CH2:17][CH:14]2[CH2:15][CH2:16][O:13]2)[C:5]([C:8]([O:10][CH3:11])=[O:9])=[N:6][CH:7]=1. (10) Given the reactants [C:1]1([NH:7][C:8]2[S:9][CH:10]=[C:11]([C:13]3[CH:18]=[CH:17][N:16]=[CH:15][CH:14]=3)[N:12]=2)[CH:6]=[CH:5][CH:4]=[CH:3][CH:2]=1.[CH3:19][OH:20].C(Cl)Cl, predict the reaction product. The product is: [C:1]1([NH:7][C:8]2[S:9][C:10]([CH2:19][OH:20])=[C:11]([C:13]3[CH:14]=[CH:15][N:16]=[CH:17][CH:18]=3)[N:12]=2)[CH:6]=[CH:5][CH:4]=[CH:3][CH:2]=1.